Dataset: Full USPTO retrosynthesis dataset with 1.9M reactions from patents (1976-2016). Task: Predict the reactants needed to synthesize the given product. (1) Given the product [Br:1][C:4]1([F:3])[CH2:12][CH2:11][C:7]2[S:8][CH:9]=[CH:10][C:6]=2[C:5]1=[O:13], predict the reactants needed to synthesize it. The reactants are: [Br:1]Br.[F:3][CH:4]1[CH2:12][CH2:11][C:7]2[S:8][CH:9]=[CH:10][C:6]=2[C:5]1=[O:13].S([O-])([O-])(=O)=S.[Na+].[Na+]. (2) Given the product [CH3:1][O:2][C:3]1[CH:8]=[N:7][C:6]([N:9]2[CH:13]=[N:12][C:11]([CH:14]([OH:16])[CH3:15])=[N:10]2)=[C:5]2[NH:17][CH:18]=[CH:19][C:4]=12, predict the reactants needed to synthesize it. The reactants are: [CH3:1][O:2][C:3]1[CH:8]=[N:7][C:6]([N:9]2[CH:13]=[N:12][C:11]([C:14](=[O:16])[CH3:15])=[N:10]2)=[C:5]2[NH:17][CH:18]=[CH:19][C:4]=12.[BH4-].[Na+]. (3) The reactants are: [CH3:1][S:2][CH2:3][CH2:4][C@H:5]([N:15]1[C:19]([C:20]2[CH:25]=[CH:24][CH:23]=[CH:22][CH:21]=2)=[C:18]([C:26]([O:28]CC)=[O:27])[N:17]=[CH:16]1)[CH2:6][C:7]([N:9]1[CH2:14][CH2:13][O:12][CH2:11][CH2:10]1)=[O:8].[OH-].[Li+].Cl.[Cl-].[Na+]. Given the product [CH3:1][S:2][CH2:3][CH2:4][C@H:5]([N:15]1[C:19]([C:20]2[CH:25]=[CH:24][CH:23]=[CH:22][CH:21]=2)=[C:18]([C:26]([OH:28])=[O:27])[N:17]=[CH:16]1)[CH2:6][C:7]([N:9]1[CH2:14][CH2:13][O:12][CH2:11][CH2:10]1)=[O:8], predict the reactants needed to synthesize it. (4) Given the product [Cl:20][C:14]1[CH:15]=[C:16]([Cl:19])[CH:17]=[CH:18][C:13]=1[C:10]1[O:9][C:8]([S:7][CH2:6][CH2:5][CH2:4][C:3]([OH:21])=[O:2])=[N:12][N:11]=1, predict the reactants needed to synthesize it. The reactants are: C[O:2][C:3](=[O:21])[CH2:4][CH2:5][CH2:6][S:7][C:8]1[O:9][C:10]([C:13]2[CH:18]=[CH:17][C:16]([Cl:19])=[CH:15][C:14]=2[Cl:20])=[N:11][N:12]=1.[OH-].[Na+].